This data is from Experimentally validated miRNA-target interactions with 360,000+ pairs, plus equal number of negative samples. The task is: Binary Classification. Given a miRNA mature sequence and a target amino acid sequence, predict their likelihood of interaction. The miRNA is rno-miR-221-3p with sequence AGCUACAUUGUCUGCUGGGUUUC. The protein sequence of the target gene is MDFLKVSDKTTIPYRSDSLFSLNQQQYKESSFGFRDMEIHPHPTPYAGNGLLGCYYYYPFTNAQLKELERQAMIYKYMIASIPVPFDLLVSSPSSASPCNNKNIAGDLEPGRCRRTDGKKWRCAKEVVSNHKYCEKHLHRGRPRSRKHVEPPYSRPNNNGGSVKNRDLKKLPQKLSSSSIKDKTLEPMEVSSSISNYRDSRGSEKFTVLATTEQENKYLNFIDVWSDGVRSSEKQSTTSTPVSSSNGNLSLYSLDLSMGGNNLMGQDEMGLIQMGLGVIGSGSEDHHGYGPYGVTSSLEE.... Result: 0 (no interaction).